This data is from Catalyst prediction with 721,799 reactions and 888 catalyst types from USPTO. The task is: Predict which catalyst facilitates the given reaction. (1) Reactant: [NH:1]1[CH2:6][CH2:5][CH2:4][CH2:3][CH2:2]1.[OH-].[Na+].[C:9]1([CH2:15][CH2:16][CH2:17][CH2:18][O:19][C:20]2[CH:21]=[C:22]3[C:27](=[CH:28][CH:29]=2)[CH:26]=[C:25]([CH:30]=O)[CH:24]=[CH:23]3)[CH:14]=[CH:13][CH:12]=[CH:11][CH:10]=1. Product: [C:9]1([CH2:15][CH2:16][CH2:17][CH2:18][O:19][C:20]2[CH:21]=[C:22]3[C:27](=[CH:28][CH:29]=2)[CH:26]=[C:25]([CH2:30][N:1]2[CH2:6][CH2:5][CH2:4][CH2:3][CH2:2]2)[CH:24]=[CH:23]3)[CH:10]=[CH:11][CH:12]=[CH:13][CH:14]=1. The catalyst class is: 68. (2) Reactant: [Cl-].[Al+3].[Cl-].[Cl-].[Cl-].[C:6]([O:17][CH3:18])(=[O:16])[C:7]1[CH:15]=[CH:14][C:10]([C:11]([O-:13])=O)=[CH:9][CH:8]=1.[CH3:19][O:20][C:21]1[CH:26]=[CH:25][CH:24]=[CH:23][C:22]=1[O:27][CH3:28]. Product: [CH3:19][O:20][C:21]1[CH:26]=[C:25]([CH:24]=[CH:23][C:22]=1[O:27][CH3:28])[C:11]([C:10]1[CH:9]=[CH:8][C:7]([C:6]([O:17][CH3:18])=[O:16])=[CH:15][CH:14]=1)=[O:13]. The catalyst class is: 4. (3) Reactant: C([O:3][C:4]([C:6]1[O:10][N:9]=[C:8]([C:11]2[CH:16]=[C:15]([O:17][C:18]3[CH:23]=[CH:22][C:21]([Cl:24])=[CH:20][C:19]=3[Cl:25])[C:14]([OH:26])=[CH:13][C:12]=2[Cl:27])[N:7]=1)=[O:5])C.[Li+].[OH-]. Product: [Cl:27][C:12]1[CH:13]=[C:14]([OH:26])[C:15]([O:17][C:18]2[CH:23]=[CH:22][C:21]([Cl:24])=[CH:20][C:19]=2[Cl:25])=[CH:16][C:11]=1[C:8]1[N:7]=[C:6]([C:4]([OH:5])=[O:3])[O:10][N:9]=1. The catalyst class is: 20. (4) Reactant: [CH3:1][C:2]1[CH:21]=[CH:20][CH:19]=[C:18]([CH3:22])[C:3]=1[CH2:4][NH:5][C:6]1[C:7]2[N:8]([C:12]([CH3:17])=[C:13]([CH2:15]O)[N:14]=2)[CH:9]=[CH:10][CH:11]=1.S(Cl)([Cl:25])=O. Product: [CH3:1][C:2]1[CH:21]=[CH:20][CH:19]=[C:18]([CH3:22])[C:3]=1[CH2:4][NH:5][C:6]1[C:7]2[N:8]([C:12]([CH3:17])=[C:13]([CH2:15][Cl:25])[N:14]=2)[CH:9]=[CH:10][CH:11]=1. The catalyst class is: 2. (5) Reactant: [O:1]1[C:6]2[CH:7]=[CH:8][C:9]([CH2:11][N:12]([CH:20]3[CH2:25][CH2:24][N:23]([CH2:26][CH2:27][N:28]4[C:37]5[C:32](=[CH:33][CH:34]=[CH:35][CH:36]=5)[C:31]([Cl:38])=[CH:30][C:29]4=[O:39])[CH2:22][CH2:21]3)C(=O)OC(C)(C)C)=[CH:10][C:5]=2[O:4][CH2:3][CH2:2]1.FC(F)(F)C(O)=O. Product: [O:1]1[C:6]2[CH:7]=[CH:8][C:9]([CH2:11][NH:12][CH:20]3[CH2:25][CH2:24][N:23]([CH2:26][CH2:27][N:28]4[C:37]5[C:32](=[CH:33][CH:34]=[CH:35][CH:36]=5)[C:31]([Cl:38])=[CH:30][C:29]4=[O:39])[CH2:22][CH2:21]3)=[CH:10][C:5]=2[O:4][CH2:3][CH2:2]1. The catalyst class is: 22. (6) Reactant: [Mn]([O-])(=O)(=O)=[O:2].[K+].[Br:7][C:8]1[CH:17]=[CH:16][C:15]([CH3:18])=[C:14]2[C:9]=1[CH:10]=[CH:11][CH:12]=[N:13]2.[OH2:19]. Product: [Br:7][C:8]1[CH:17]=[CH:16][C:15]([C:18]([OH:2])=[O:19])=[C:14]2[C:9]=1[CH:10]=[CH:11][CH:12]=[N:13]2. The catalyst class is: 17. (7) Reactant: C([O:8][C:9]([C:11]1[N:12]=[C:13]([CH2:29][O:30][CH3:31])[C:14]2[C:19]([C:20]=1[O:21][CH2:22][C:23]1[CH:28]=[CH:27][CH:26]=[CH:25][CH:24]=1)=[CH:18][CH:17]=[CH:16][CH:15]=2)=[O:10])C1C=CC=CC=1.[OH-].[K+]. Product: [CH2:22]([O:21][C:20]1[C:19]2[C:14](=[CH:15][CH:16]=[CH:17][CH:18]=2)[C:13]([CH2:29][O:30][CH3:31])=[N:12][C:11]=1[C:9]([OH:10])=[O:8])[C:23]1[CH:28]=[CH:27][CH:26]=[CH:25][CH:24]=1. The catalyst class is: 14. (8) Reactant: C(OC([N:8](C(OC(C)(C)C)=O)[C@H:9]1[CH2:13][C@@H:12]([N:14]2[CH:22]=[N:21][C:20]3[C:15]2=[N:16][C:17]([Cl:32])=[N:18][C:19]=3[NH:23][CH2:24][C:25]2[CH:30]=[CH:29][CH:28]=[C:27]([I:31])[CH:26]=2)[C@H:11]([OH:33])[C@@H:10]1[OH:34])=O)(C)(C)C.Cl. Product: [NH2:8][C@H:9]1[CH2:13][C@@H:12]([N:14]2[CH:22]=[N:21][C:20]3[C:15]2=[N:16][C:17]([Cl:32])=[N:18][C:19]=3[NH:23][CH2:24][C:25]2[CH:30]=[CH:29][CH:28]=[C:27]([I:31])[CH:26]=2)[C@H:11]([OH:33])[C@@H:10]1[OH:34]. The catalyst class is: 71. (9) Reactant: [Cl:1][C:2]1[CH:3]=[CH:4][C:5]([CH3:12])=[C:6]([NH:8][C:9](=[O:11])[CH3:10])[CH:7]=1.[Cl:13][CH2:14][C:15](Cl)=[O:16].[Cl-].[Al+3].[Cl-].[Cl-]. The catalyst class is: 534. Product: [Cl:1][C:2]1[C:3]([C:15](=[O:16])[CH2:14][Cl:13])=[CH:4][C:5]([CH3:12])=[C:6]([NH:8][C:9](=[O:11])[CH3:10])[CH:7]=1.